Dataset: Catalyst prediction with 721,799 reactions and 888 catalyst types from USPTO. Task: Predict which catalyst facilitates the given reaction. Reactant: [C:1]([O:5][C:6]([N:8]1[CH2:15][CH2:14][C:11]2([O:13][CH2:12]2)[CH2:10][CH2:9]1)=[O:7])([CH3:4])([CH3:3])[CH3:2].[CH3:16][C:17]1[CH:22]=[CH:21][CH:20]=[CH:19][C:18]=1[OH:23].C(=O)([O-])[O-].[K+].[K+].O. Product: [C:1]([O:5][C:6]([N:8]1[CH2:15][CH2:14][C:11]([OH:13])([CH2:12][O:23][C:18]2[CH:19]=[CH:20][CH:21]=[CH:22][C:17]=2[CH3:16])[CH2:10][CH2:9]1)=[O:7])([CH3:4])([CH3:2])[CH3:3]. The catalyst class is: 9.